Dataset: Forward reaction prediction with 1.9M reactions from USPTO patents (1976-2016). Task: Predict the product of the given reaction. (1) Given the reactants [Br:1][C:2]1[C:3]([NH:9][CH:10]2[CH2:14][CH2:13][CH2:12][CH2:11]2)=[N:4][C:5](Cl)=[N:6][CH:7]=1.[C:15]([O:19][C:20]([N:22]1[CH2:27][CH2:26][N:25]([C:28]2[CH:33]=[CH:32][C:31]([NH2:34])=[CH:30][N:29]=2)[CH2:24][CH2:23]1)=[O:21])([CH3:18])([CH3:17])[CH3:16], predict the reaction product. The product is: [C:15]([O:19][C:20]([N:22]1[CH2:27][CH2:26][N:25]([C:28]2[CH:33]=[CH:32][C:31]([NH:34][C:5]3[N:4]=[C:3]([NH:9][CH:10]4[CH2:14][CH2:13][CH2:12][CH2:11]4)[C:2]([Br:1])=[CH:7][N:6]=3)=[CH:30][N:29]=2)[CH2:24][CH2:23]1)=[O:21])([CH3:18])([CH3:16])[CH3:17]. (2) Given the reactants Br[C:2]1[C:3]([F:17])=[C:4]([CH:14]=[CH:15][CH:16]=1)[CH2:5][O:6][Si](C(C)(C)C)(C)C.[NH:18]1[CH2:23][CH2:22][CH:21]([C:24]([O:26][CH2:27][CH3:28])=[O:25])[CH2:20][CH2:19]1.C1C=CC(P(C2C(C3C(P(C4C=CC=CC=4)C4C=CC=CC=4)=CC=C4C=3C=CC=C4)=C3C(C=CC=C3)=CC=2)C2C=CC=CC=2)=CC=1.C(=O)([O-])[O-].[Cs+].[Cs+], predict the reaction product. The product is: [F:17][C:3]1[C:4]([CH2:5][OH:6])=[CH:14][CH:15]=[CH:16][C:2]=1[N:18]1[CH2:23][CH2:22][CH:21]([C:24]([O:26][CH2:27][CH3:28])=[O:25])[CH2:20][CH2:19]1. (3) Given the reactants [C:1]([NH:4][C:5]1[C:14]([Cl:15])=[CH:13][C:8]([C:9]([O:11][CH3:12])=[O:10])=[C:7]([O:16]C)[CH:6]=1)(=[O:3])[CH3:2].[Cl-].[Al+3].[Cl-].[Cl-].Cl.ClCCl, predict the reaction product. The product is: [C:1]([NH:4][C:5]1[C:14]([Cl:15])=[CH:13][C:8]([C:9]([O:11][CH3:12])=[O:10])=[C:7]([OH:16])[CH:6]=1)(=[O:3])[CH3:2]. (4) Given the reactants [CH2:1]([O:3][CH:4]1[CH2:9][CH2:8][N:7](C(OC(C)(C)C)=O)[CH2:6][CH2:5]1)[CH3:2].C1(OC)C=CC=CC=1.[F:25][C:26]([F:31])([F:30])[C:27]([OH:29])=[O:28], predict the reaction product. The product is: [F:25][C:26]([F:31])([F:30])[C:27]([OH:29])=[O:28].[CH2:1]([O:3][CH:4]1[CH2:9][CH2:8][NH:7][CH2:6][CH2:5]1)[CH3:2].